From a dataset of Forward reaction prediction with 1.9M reactions from USPTO patents (1976-2016). Predict the product of the given reaction. (1) Given the reactants [Br:1][C:2]1[CH:3]=[C:4]([N+:12]([O-])=O)[C:5]([CH3:11])=[C:6]([CH:10]=1)C(O)=O.CN([CH:18]([O:21]C)[O:19][CH3:20])C.[CH3:23]N(C=O)C, predict the reaction product. The product is: [Br:1][C:2]1[CH:10]=[C:6]([C:18]([O:19][CH3:20])=[O:21])[C:5]2[CH:11]=[CH:23][NH:12][C:4]=2[CH:3]=1. (2) Given the reactants C[O:2][C:3]([C:5]1[S:6][C:7]([C:27]2[CH2:32][CH2:31][CH2:30][CH2:29][CH:28]=2)=[CH:8][C:9]=1[N:10]([C@H:20]1[CH2:25][CH2:24][C@@H:23]([F:26])[CH2:22][CH2:21]1)[C:11]([C@H:13]1[CH2:18][CH2:17][C@H:16]([CH3:19])[CH2:15][CH2:14]1)=[O:12])=[O:4], predict the reaction product. The product is: [C:27]1([C:7]2[S:6][C:5]([C:3]([OH:4])=[O:2])=[C:9]([N:10]([C@H:20]3[CH2:21][CH2:22][C@@H:23]([F:26])[CH2:24][CH2:25]3)[C:11]([C@H:13]3[CH2:18][CH2:17][C@H:16]([CH3:19])[CH2:15][CH2:14]3)=[O:12])[CH:8]=2)[CH2:32][CH2:31][CH2:30][CH2:29][CH:28]=1. (3) Given the reactants [Cl:1][C:2]1[CH:3]=[C:4]2[C:9](=[CH:10][CH:11]=1)[NH:8][C:7](=[O:12])[N:6]([CH2:13][C:14]([F:17])([F:16])[F:15])[C:5]2(O)[C:18]([F:21])([F:20])[F:19].C(N(CC)CC)C.S(Cl)(Cl)=O.[C:34]1([Mg]Br)[CH:39]=[CH:38][CH:37]=[CH:36][CH:35]=1, predict the reaction product. The product is: [Cl:1][C:2]1[CH:3]=[C:4]2[C:9](=[CH:10][CH:11]=1)[NH:8][C:7](=[O:12])[N:6]([CH2:13][C:14]([F:17])([F:16])[F:15])[C:5]2([C:34]1[CH:39]=[CH:38][CH:37]=[CH:36][CH:35]=1)[C:18]([F:21])([F:20])[F:19]. (4) Given the reactants [Cl:1][C:2]1[N:7]=[C:6]([CH3:8])[C:5]2[C:9]([I:31])=[N:10][N:11]([C:12]([C:25]3[CH:30]=[CH:29][CH:28]=[CH:27][CH:26]=3)([C:19]3[CH:24]=[CH:23][CH:22]=[CH:21][CH:20]=3)[C:13]3[CH:18]=[CH:17][CH:16]=[CH:15][CH:14]=3)[C:4]=2[CH:3]=1.[CH3:32][O:33][CH:34](OC)[N:35]([CH3:37])[CH3:36], predict the reaction product. The product is: [CH:25]1([O:33][CH3:32])[CH2:30][CH2:29][CH2:28][CH2:27]1.[Cl:1][C:2]1[N:7]=[C:6](/[CH:8]=[CH:34]/[N:35]([CH3:37])[CH3:36])[C:5]2[C:9]([I:31])=[N:10][N:11]([C:12]([C:13]3[CH:18]=[CH:17][CH:16]=[CH:15][CH:14]=3)([C:19]3[CH:20]=[CH:21][CH:22]=[CH:23][CH:24]=3)[C:25]3[CH:26]=[CH:27][CH:28]=[CH:29][CH:30]=3)[C:4]=2[CH:3]=1. (5) Given the reactants [C:1]([C:4]1[C:22](=[O:23])[C@@:8]2([CH3:24])[C:9]3[C:15]([OH:16])=[CH:14][C:13]([O:17][CH3:18])=[C:12]([C:19]([NH2:21])=[O:20])[C:10]=3[O:11][C:7]2=[CH:6][C:5]=1[OH:25])(=[O:3])[CH3:2].[CH2:26]([O:33][C:34]1[C:41]([CH3:42])=[C:40]([CH3:43])[C:37]([CH:38]=O)=[C:36]([CH3:44])[C:35]=1[CH3:45])[C:27]1[CH:32]=[CH:31][CH:30]=[CH:29][CH:28]=1.C([SiH](CC)CC)C.FC(F)(F)C(O)=O, predict the reaction product. The product is: [C:1]([C:4]1[C:22](=[O:23])[C@@:8]2([CH3:24])[C:9]3[C:15]([OH:16])=[CH:14][C:13]([O:17][CH3:18])=[C:12]([C:19]([NH:21][CH2:38][C:37]4[C:40]([CH3:43])=[C:41]([CH3:42])[C:34]([O:33][CH2:26][C:27]5[CH:32]=[CH:31][CH:30]=[CH:29][CH:28]=5)=[C:35]([CH3:45])[C:36]=4[CH3:44])=[O:20])[C:10]=3[O:11][C:7]2=[CH:6][C:5]=1[OH:25])(=[O:3])[CH3:2]. (6) Given the reactants [NH2:1][C:2]1[CH:7]=[CH:6][C:5]([N+:8]([O-:10])=[O:9])=[CH:4][N:3]=1.[C:11](O[C:11]([O:13][C:14]([CH3:17])([CH3:16])[CH3:15])=[O:12])([O:13][C:14]([CH3:17])([CH3:16])[CH3:15])=[O:12].O, predict the reaction product. The product is: [N+:8]([C:5]1[CH:6]=[CH:7][C:2]([NH:1][C:11](=[O:12])[O:13][C:14]([CH3:17])([CH3:16])[CH3:15])=[N:3][CH:4]=1)([O-:10])=[O:9].